From a dataset of Forward reaction prediction with 1.9M reactions from USPTO patents (1976-2016). Predict the product of the given reaction. The product is: [CH2:1]([C:8]1[N:9]=[C:10]([C@H:13]2[CH2:17][CH2:16][C@H:15]([NH:18][C:29]3[N:34]=[CH:33][N:32]=[C:31]4[NH:35][N:36]=[CH:37][C:30]=34)[CH2:14]2)[S:11][CH:12]=1)[C:2]1[CH:3]=[CH:4][CH:5]=[CH:6][CH:7]=1. Given the reactants [CH2:1]([C:8]1[N:9]=[C:10]([C@H:13]2[CH2:17][CH2:16][C@H:15]([NH2:18])[CH2:14]2)[S:11][CH:12]=1)[C:2]1[CH:7]=[CH:6][CH:5]=[CH:4][CH:3]=1.CCN(C(C)C)C(C)C.Cl[C:29]1[N:34]=[CH:33][N:32]=[C:31]2[N:35](C3CCCCO3)[N:36]=[CH:37][C:30]=12, predict the reaction product.